This data is from NCI-60 drug combinations with 297,098 pairs across 59 cell lines. The task is: Regression. Given two drug SMILES strings and cell line genomic features, predict the synergy score measuring deviation from expected non-interaction effect. (1) Drug 1: CNC(=O)C1=NC=CC(=C1)OC2=CC=C(C=C2)NC(=O)NC3=CC(=C(C=C3)Cl)C(F)(F)F. Drug 2: CC(C)(C#N)C1=CC(=CC(=C1)CN2C=NC=N2)C(C)(C)C#N. Cell line: SNB-75. Synergy scores: CSS=-5.00, Synergy_ZIP=1.54, Synergy_Bliss=-1.90, Synergy_Loewe=-7.10, Synergy_HSA=-6.29. (2) Drug 1: C1CN1P(=S)(N2CC2)N3CC3. Drug 2: CC1=C2C(C(=O)C3(C(CC4C(C3C(C(C2(C)C)(CC1OC(=O)C(C(C5=CC=CC=C5)NC(=O)OC(C)(C)C)O)O)OC(=O)C6=CC=CC=C6)(CO4)OC(=O)C)O)C)O. Cell line: NCIH23. Synergy scores: CSS=16.3, Synergy_ZIP=-8.60, Synergy_Bliss=0.600, Synergy_Loewe=-1.77, Synergy_HSA=-1.48. (3) Drug 1: C1=CC(=CC=C1C#N)C(C2=CC=C(C=C2)C#N)N3C=NC=N3. Drug 2: B(C(CC(C)C)NC(=O)C(CC1=CC=CC=C1)NC(=O)C2=NC=CN=C2)(O)O. Cell line: SF-539. Synergy scores: CSS=41.1, Synergy_ZIP=-1.72, Synergy_Bliss=-6.81, Synergy_Loewe=-25.8, Synergy_HSA=-8.75. (4) Drug 1: C1=C(C(=O)NC(=O)N1)F. Drug 2: CC1C(C(CC(O1)OC2CC(CC3=C2C(=C4C(=C3O)C(=O)C5=CC=CC=C5C4=O)O)(C(=O)C)O)N)O. Cell line: UACC-257. Synergy scores: CSS=57.8, Synergy_ZIP=4.82, Synergy_Bliss=4.57, Synergy_Loewe=5.76, Synergy_HSA=8.70.